This data is from Catalyst prediction with 721,799 reactions and 888 catalyst types from USPTO. The task is: Predict which catalyst facilitates the given reaction. (1) Reactant: [CH:1]([C:3]1[CH:8]=[CH:7][C:6]([C:9]2[CH:14]=[CH:13][C:12]([CH2:15][CH2:16][C:17]([O:19][CH2:20][CH3:21])=[O:18])=[CH:11][C:10]=2[O:22][CH2:23][CH2:24][CH2:25][O:26][CH3:27])=[CH:5][CH:4]=1)=O.C(O)(=O)C.[C:32]([N:35]1[CH2:40][CH2:39][NH:38][CH2:37][CH2:36]1)(=[O:34])[CH3:33].C(O[BH-](OC(=O)C)OC(=O)C)(=O)C.[Na+].C(=O)(O)[O-].[Na+]. Product: [C:32]([N:35]1[CH2:40][CH2:39][N:38]([CH2:1][C:3]2[CH:4]=[CH:5][C:6]([C:9]3[CH:14]=[CH:13][C:12]([CH2:15][CH2:16][C:17]([O:19][CH2:20][CH3:21])=[O:18])=[CH:11][C:10]=3[O:22][CH2:23][CH2:24][CH2:25][O:26][CH3:27])=[CH:7][CH:8]=2)[CH2:37][CH2:36]1)(=[O:34])[CH3:33]. The catalyst class is: 68. (2) Reactant: [C:14]1(P([C:14]2[CH:19]=[CH:18][CH:17]=[CH:16][CH:15]=2)[C:14]2[CH:19]=[CH:18][CH:17]=[CH:16][CH:15]=2)[CH:19]=[CH:18][CH:17]=[CH:16][CH:15]=1.C1(B2OB(C3C=CC=CC=3)OB(C3C=CC=CC=3)O2)C=CC=CC=1.[NH2:44][C:45]1[C:46](Cl)=[N:47][CH:48]=[CH:49][CH:50]=1.C(=O)([O-])[O-].[Na+].[Na+]. Product: [NH2:44][C:45]1[C:46]([C:14]2[CH:15]=[CH:16][CH:17]=[CH:18][CH:19]=2)=[N:47][CH:48]=[CH:49][CH:50]=1. The catalyst class is: 487. (3) Reactant: [NH2:1][C:2]1[CH:7]=[CH:6][C:5]([N:8]2[C:14](=[O:15])[CH2:13][C:12](=[O:16])[NH:11][C:10]3[C:17]4[C:22]([CH:23]=[CH:24][C:9]2=3)=[CH:21][CH:20]=[CH:19][CH:18]=4)=[CH:4][CH:3]=1.[CH:25]([C:28]1[CH:33]=[CH:32][C:31]([S:34](Cl)(=[O:36])=[O:35])=[CH:30][CH:29]=1)([CH3:27])[CH3:26]. Product: [O:16]=[C:12]1[NH:11][C:10]2[C:17]3[C:22]([CH:23]=[CH:24][C:9]=2[N:8]([C:5]2[CH:6]=[CH:7][C:2]([NH:1][S:34]([C:31]4[CH:32]=[CH:33][C:28]([CH:25]([CH3:27])[CH3:26])=[CH:29][CH:30]=4)(=[O:36])=[O:35])=[CH:3][CH:4]=2)[C:14](=[O:15])[CH2:13]1)=[CH:21][CH:20]=[CH:19][CH:18]=3. The catalyst class is: 17. (4) Reactant: [F:1][C:2]1[CH:3]=[N:4][C:5]([NH:8][C:9]2[S:10][C:11]3[CH2:17][CH2:16][N:15]([CH2:18][CH2:19][NH:20][CH3:21])[C:14]4=[N:22][N:23](CC5C=CC(OC)=CC=5)[CH:24]=[C:13]4[C:12]=3[N:34]=2)=[N:6][CH:7]=1. Product: [F:1][C:2]1[CH:3]=[N:4][C:5]([NH:8][C:9]2[S:10][C:11]3[CH2:17][CH2:16][N:15]([CH2:18][CH2:19][NH:20][CH3:21])[C:14]4=[N:22][NH:23][CH:24]=[C:13]4[C:12]=3[N:34]=2)=[N:6][CH:7]=1. The catalyst class is: 67. (5) Reactant: [CH3:1][C:2]1[N:6]([CH2:7][C:8]2[C:17]3[C:12](=[CH:13][CH:14]=[CH:15][CH:16]=3)[CH:11]=[CH:10][CH:9]=2)[C:5]2[CH:18]=[C:19]([N:23]3[CH2:28][CH2:27][O:26][CH2:25][CH2:24]3)[CH:20]=[C:21]([NH2:22])[C:4]=2[N:3]=1.CCN(CC)CC.[CH3:36][S:37](Cl)(=[O:39])=[O:38]. Product: [CH3:1][C:2]1[N:6]([CH2:7][C:8]2[C:17]3[C:12](=[CH:13][CH:14]=[CH:15][CH:16]=3)[CH:11]=[CH:10][CH:9]=2)[C:5]2[CH:18]=[C:19]([N:23]3[CH2:28][CH2:27][O:26][CH2:25][CH2:24]3)[CH:20]=[C:21]([NH:22][S:37]([CH3:36])(=[O:39])=[O:38])[C:4]=2[N:3]=1. The catalyst class is: 2.